This data is from Reaction yield outcomes from USPTO patents with 853,638 reactions. The task is: Predict the reaction yield, written as a fraction of the theoretical maximum amount of product (1.0 means a 100% yield; for example, 0.34 means a 34% yield). (1) The reactants are C([O:3][C:4](=[O:22])/[C:5](/[CH3:21])=[CH:6]/[C:7]1[CH:12]=[CH:11][C:10]([O:13][CH3:14])=[C:9]([O:15][CH:16]2[CH2:20][CH2:19][CH2:18][CH2:17]2)[CH:8]=1)C.[Li+].[OH-].O.[OH-].[Li+]. The catalyst is CO.O. The product is [CH:16]1([O:15][C:9]2[CH:8]=[C:7](/[CH:6]=[C:5](\[CH3:21])/[C:4]([OH:22])=[O:3])[CH:12]=[CH:11][C:10]=2[O:13][CH3:14])[CH2:17][CH2:18][CH2:19][CH2:20]1. The yield is 0.660. (2) The reactants are I[C:2]1[CH:3]=[C:4]([CH:9]=[CH:10][C:11]=1[NH:12][C:13](=O)[C:14](F)(F)F)[C:5]([O:7][CH3:8])=[O:6].[C:19]1([CH2:25]C#C)[CH:24]=[CH:23][CH:22]=[CH:21][CH:20]=1. The catalyst is CN(C)C=O.Cl[Pd](Cl)([P](C1C=CC=CC=1)(C1C=CC=CC=1)C1C=CC=CC=1)[P](C1C=CC=CC=1)(C1C=CC=CC=1)C1C=CC=CC=1.[Cu]I. The product is [CH2:25]([C:13]1[NH:12][C:11]2[C:10]([CH:14]=1)=[CH:9][C:4]([C:5]([O:7][CH3:8])=[O:6])=[CH:3][CH:2]=2)[C:19]1[CH:24]=[CH:23][CH:22]=[CH:21][CH:20]=1. The yield is 0.820.